This data is from Forward reaction prediction with 1.9M reactions from USPTO patents (1976-2016). The task is: Predict the product of the given reaction. (1) The product is: [Br:1][C:2]1[CH:9]=[C:8]([Cl:10])[CH:7]=[CH:6][C:3]=1[CH2:4][NH2:5]. Given the reactants [Br:1][C:2]1[CH:9]=[C:8]([Cl:10])[CH:7]=[CH:6][C:3]=1[C:4]#[N:5].Cl.[OH-].[Na+], predict the reaction product. (2) Given the reactants [NH:1]1[C:5]2=[CH:6][N:7]=[C:8]([NH:10][C:11]3[C:12]4[C:19]5[CH2:20][CH2:21][C@H:22]([C:24](O)=[O:25])[CH2:23][C:18]=5[S:17][C:13]=4[N:14]=[CH:15][N:16]=3)[CH:9]=[C:4]2[CH:3]=[N:2]1.[CH3:27][N:28]1[CH2:33][CH2:32][NH:31][CH2:30][CH2:29]1, predict the reaction product. The product is: [CH3:27][N:28]1[CH2:33][CH2:32][N:31]([C:24]([C@H:22]2[CH2:21][CH2:20][C:19]3[C:12]4[C:11]([NH:10][C:8]5[CH:9]=[C:4]6[CH:3]=[N:2][NH:1][C:5]6=[CH:6][N:7]=5)=[N:16][CH:15]=[N:14][C:13]=4[S:17][C:18]=3[CH2:23]2)=[O:25])[CH2:30][CH2:29]1.